From a dataset of CYP2D6 inhibition data for predicting drug metabolism from PubChem BioAssay. Regression/Classification. Given a drug SMILES string, predict its absorption, distribution, metabolism, or excretion properties. Task type varies by dataset: regression for continuous measurements (e.g., permeability, clearance, half-life) or binary classification for categorical outcomes (e.g., BBB penetration, CYP inhibition). Dataset: cyp2d6_veith. (1) The compound is COC(=O)[C@@H]1CC[C@H](C)[C@@H](c2ccc(C)cc2)N1C(=O)c1ccc(/C=N\OC[C@@H](O)[C@H]2O[C@H]3OC(C)(C)O[C@H]3[C@@H]2O)cc1. The result is 0 (non-inhibitor). (2) The molecule is CCOc1ccccc1NC(=O)C1Cc2ccccc2CN1S(C)(=O)=O. The result is 0 (non-inhibitor).